This data is from Full USPTO retrosynthesis dataset with 1.9M reactions from patents (1976-2016). The task is: Predict the reactants needed to synthesize the given product. (1) Given the product [CH2:20]([O:19][C:17](=[O:18])[CH:16]([O:8][C:3]1[CH:4]=[CH:5][CH:6]=[CH:7][C:2]=1[F:1])[CH3:22])[CH3:21], predict the reactants needed to synthesize it. The reactants are: [F:1][C:2]1[CH:7]=[CH:6][CH:5]=[CH:4][C:3]=1[OH:8].C([O-])([O-])=O.[Cs+].[Cs+].Br[CH:16]([CH3:22])[C:17]([O:19][CH2:20][CH3:21])=[O:18]. (2) Given the product [CH2:22]([C:21]1[N:37]=[C:35]([CH2:34][CH2:33][C:27]2[CH:32]=[CH:31][CH:30]=[CH:29][CH:28]=2)[NH:36][C:17](=[O:18])[C:16]=1[CH2:15][C:12]1[CH:11]=[CH:10][C:9]([C:4]2[C:3]([C:1]#[N:2])=[CH:8][CH:7]=[CH:6][CH:5]=2)=[CH:14][CH:13]=1)[CH2:23][CH2:24][CH3:25], predict the reactants needed to synthesize it. The reactants are: [C:1]([C:3]1[CH:8]=[CH:7][CH:6]=[CH:5][C:4]=1[C:9]1[CH:14]=[CH:13][C:12]([CH2:15][CH:16]([C:21](=O)[CH2:22][CH2:23][CH2:24][CH3:25])[C:17](OC)=[O:18])=[CH:11][CH:10]=1)#[N:2].[C:27]1([CH2:33][CH2:34][C:35](=[NH:37])[NH2:36])[CH:32]=[CH:31][CH:30]=[CH:29][CH:28]=1.C[O-].[Na+].CO.C(OCC)(=O)C. (3) Given the product [F:38][C:24]1[CH:23]=[C:22]([NH2:1])[CH:27]=[C:26]([F:28])[C:25]=1[N:29]1[CH:33]=[CH:32][C:31]([C:34]([F:37])([F:36])[F:35])=[N:30]1, predict the reactants needed to synthesize it. The reactants are: [NH:1]1C=CC=N1.ClC1C(C(NC2C=CC=CC=2[C:22]2[CH:27]=[C:26]([F:28])[C:25]([N:29]3[CH:33]=[CH:32][C:31]([C:34]([F:37])([F:36])[F:35])=[N:30]3)=[C:24]([F:38])[CH:23]=2)=O)=CC=CN=1.O.O.[Sn](Cl)Cl. (4) Given the product [F:1][C:2]1[CH:3]=[CH:4][C:5]([C@@H:8]2[O:13][CH2:12][CH2:11][N:10]([C:22]([O:24][CH2:25][CH3:26])=[O:23])[CH2:9]2)=[CH:6][CH:7]=1, predict the reactants needed to synthesize it. The reactants are: [F:1][C:2]1[CH:7]=[CH:6][C:5]([C@@H:8]2[O:13][CH2:12][CH2:11][N:10](CC3C=CC=CC=3)[CH2:9]2)=[CH:4][CH:3]=1.Cl[C:22]([O:24][CH2:25][CH3:26])=[O:23]. (5) Given the product [S:42]1[C:6]([NH:9][C:10]([CH:12]2[CH2:17][CH2:16][N:15]([C:18]([O:20][C:21]([CH3:24])([CH3:23])[CH3:22])=[O:19])[CH2:14][CH2:13]2)=[O:11])=[CH:5][CH:4]=[N:43]1, predict the reactants needed to synthesize it. The reactants are: C(C1[CH:4]=[CH:5][C:6]([NH:9][C:10]([C:12]2(O)[CH2:17][CH2:16][N:15]([C:18]([O:20][C:21]([CH3:24])([CH3:23])[CH3:22])=[O:19])[CH2:14][CH2:13]2)=[O:11])=NC=1)#N.C(OC(N1CCC(C(O)=O)CC1)=O)(C)(C)C.[S:42]1C(N)=CC=[N:43]1. (6) Given the product [CH:17]1([CH2:16][O:1][C:2]2[CH:3]=[C:4]([CH:9]=[C:10]([N+:12]([O-:14])=[O:13])[CH:11]=2)[C:5]([O:7][CH3:8])=[O:6])[CH2:19][CH2:18]1, predict the reactants needed to synthesize it. The reactants are: [OH:1][C:2]1[CH:3]=[C:4]([CH:9]=[C:10]([N+:12]([O-:14])=[O:13])[CH:11]=1)[C:5]([O:7][CH3:8])=[O:6].Br[CH2:16][CH:17]1[CH2:19][CH2:18]1.C([O-])([O-])=O.[K+].[K+].